Dataset: Forward reaction prediction with 1.9M reactions from USPTO patents (1976-2016). Task: Predict the product of the given reaction. (1) Given the reactants F[C:2]1[C:7]([C:8]2[N:13]=[C:12]([CH3:14])[N:11]=[C:10]([N:15](CC3C=CC(OC)=CC=3)CC3C=CC(OC)=CC=3)[N:9]=2)=[CH:6][CH:5]=[C:4]([O:34][CH2:35][CH2:36][O:37][CH3:38])[N:3]=1.[F:39][C:40]1[CH:41]=[C:42]([NH2:48])[CH:43]=[N:44][C:45]=1[O:46][CH3:47], predict the reaction product. The product is: [F:39][C:40]1[CH:41]=[C:42]([NH:48][C:2]2[C:7]([C:8]3[N:13]=[C:12]([CH3:14])[N:11]=[C:10]([NH2:15])[N:9]=3)=[CH:6][CH:5]=[C:4]([O:34][CH2:35][CH2:36][O:37][CH3:38])[N:3]=2)[CH:43]=[N:44][C:45]=1[O:46][CH3:47]. (2) The product is: [Cl:1][C:2]1[CH:7]=[CH:6][N:5]=[C:4]([C:8]([NH:18][C:14]2[CH:15]=[CH:16][CH:17]=[C:12]([C:11]([F:19])([F:20])[F:10])[CH:13]=2)=[O:24])[CH:3]=1. Given the reactants [Cl:1][C:2]1[CH:7]=[CH:6][N:5]=[C:4]([CH2:8]Cl)[CH:3]=1.[F:10][C:11]([F:20])([F:19])[C:12]1[CH:13]=[C:14]([NH2:18])[CH:15]=[CH:16][CH:17]=1.C1C[O:24]CC1, predict the reaction product. (3) Given the reactants C([O:3][C:4](=[O:31])[C:5]([CH2:9][NH:10][C:11]1[N:16]=[C:15]([NH:17][C:18]2[N:23]=[CH:22][C:21]3[N:24]=[C:25]([CH3:30])[N:26]([CH:27]([CH3:29])[CH3:28])[C:20]=3[CH:19]=2)[CH:14]=[CH:13][N:12]=1)([CH3:8])[CH2:6][CH3:7])C.O.[OH-].[Li+], predict the reaction product. The product is: [CH:27]([N:26]1[C:20]2[CH:19]=[C:18]([NH:17][C:15]3[CH:14]=[CH:13][N:12]=[C:11]([NH:10][CH2:9][C:5]([CH3:8])([CH2:6][CH3:7])[C:4]([OH:31])=[O:3])[N:16]=3)[N:23]=[CH:22][C:21]=2[N:24]=[C:25]1[CH3:30])([CH3:28])[CH3:29].